This data is from Full USPTO retrosynthesis dataset with 1.9M reactions from patents (1976-2016). The task is: Predict the reactants needed to synthesize the given product. (1) Given the product [CH3:13][C:3]1[NH:4][C:5](=[O:12])[C:6]2[C:11]([CH:2]=1)=[CH:10][CH:9]=[CH:8][CH:7]=2, predict the reactants needed to synthesize it. The reactants are: O[C:2]1[C:11]2[C:6](=[CH:7][CH:8]=[CH:9][CH:10]=2)[C:5](=[O:12])[NH:4][C:3]=1[CH3:13].O. (2) Given the product [CH2:9]([N:11]([CH2:12][CH3:13])[C:2]1[O:6][C:5]([CH:7]=[O:8])=[CH:4][CH:3]=1)[CH3:10], predict the reactants needed to synthesize it. The reactants are: Br[C:2]1[O:6][C:5]([CH:7]=[O:8])=[CH:4][CH:3]=1.[CH2:9]([NH:11][CH2:12][CH3:13])[CH3:10].